From a dataset of Peptide-MHC class I binding affinity with 185,985 pairs from IEDB/IMGT. Regression. Given a peptide amino acid sequence and an MHC pseudo amino acid sequence, predict their binding affinity value. This is MHC class I binding data. (1) The peptide sequence is AVLLHEESM. The MHC is HLA-A68:02 with pseudo-sequence HLA-A68:02. The binding affinity (normalized) is 0.0765. (2) The peptide sequence is VILFIMFMLI. The MHC is HLA-B54:01 with pseudo-sequence HLA-B54:01. The binding affinity (normalized) is 0.382. (3) The MHC is HLA-B53:01 with pseudo-sequence HLA-B53:01. The peptide sequence is SGPSNTYPEI. The binding affinity (normalized) is 0.152. (4) The peptide sequence is FVFEATKLY. The MHC is HLA-A31:01 with pseudo-sequence HLA-A31:01. The binding affinity (normalized) is 0.0847. (5) The peptide sequence is FSFKKCLVY. The MHC is HLA-A11:01 with pseudo-sequence HLA-A11:01. The binding affinity (normalized) is 0.590.